From a dataset of Forward reaction prediction with 1.9M reactions from USPTO patents (1976-2016). Predict the product of the given reaction. (1) Given the reactants N1(C2C=CC(NC3C4N(C=CN=4)C(C4C=CNC(=O)C=4)=CN=3)=CC=2)CC[O:4][CH2:3]C1.[Br:30][C:31]1[N:36]2[CH:37]=[CH:38][N:39]=[C:35]2[C:34]([NH:40][C:41]2[CH:57]=[CH:56][C:44]([C:45](NCC3C=CC(O)=CC=3)=[O:46])=[CH:43][CH:42]=2)=[N:33][CH:32]=1.CC1(C)C(C)(C)OB(C2C=NNC=2)O1.CC([O-])(C)C.[Na+], predict the reaction product. The product is: [CH3:3][O:4][C:45](=[O:46])[C:44]1[CH:43]=[CH:42][C:41]([NH:40][C:34]2[C:35]3[N:36]([CH:37]=[CH:38][N:39]=3)[C:31]([Br:30])=[CH:32][N:33]=2)=[CH:57][CH:56]=1. (2) Given the reactants C([O:8][C:9](=[O:46])[CH2:10][C@@H:11]([N:29]1[CH:33]=[CH:32][C:31]([C:34]2[CH:39]=[CH:38][C:37]([C:40]3[CH:45]=[CH:44][N:43]=[CH:42][CH:41]=3)=[CH:36][CH:35]=2)=[CH:30]1)[C:12]([NH:14][C@H:15]([C:20](=[O:28])[NH:21][C:22]1[CH:27]=[CH:26][N:25]=[CH:24][CH:23]=1)[C:16]([CH3:19])([CH3:18])[CH3:17])=[O:13])C1C=CC=CC=1.CC(O)=O, predict the reaction product. The product is: [CH3:17][C:16]([CH3:19])([CH3:18])[C@H:15]([NH:14][C:12](=[O:13])[C@H:11]([N:29]1[CH:33]=[CH:32][C:31]([C:34]2[CH:39]=[CH:38][C:37]([C:40]3[CH:41]=[CH:42][N:43]=[CH:44][CH:45]=3)=[CH:36][CH:35]=2)=[CH:30]1)[CH2:10][C:9]([OH:46])=[O:8])[C:20](=[O:28])[NH:21][C:22]1[CH:27]=[CH:26][N:25]=[CH:24][CH:23]=1. (3) Given the reactants [C:1]1([C@H:7]([NH:10][C:11]([C:13]2[N:21]3[C:16]([O:17][CH2:18][CH2:19][CH2:20]3)=[C:15]([C:22]([NH:24][C@@H:25]([C:28]3[CH:33]=[CH:32][CH:31]=[CH:30][CH:29]=3)[CH2:26][CH3:27])=[O:23])[CH:14]=2)=[O:12])[CH2:8][CH3:9])[CH:6]=[CH:5][CH:4]=[CH:3][CH:2]=1.C(OC(C1NC(Br)=C(C(OCC)=O)C=1)=O)C.C1([C@@H](N)CC)C=CC=CC=1, predict the reaction product. The product is: [C:1]1([C@@H:7]([NH:10][C:11]([C:13]2[N:21]3[C:16]([O:17][CH2:18][CH2:19][CH2:20]3)=[C:15]([C:22]([NH:24][C@H:25]([C:28]3[CH:29]=[CH:30][CH:31]=[CH:32][CH:33]=3)[CH2:26][CH3:27])=[O:23])[CH:14]=2)=[O:12])[CH2:8][CH3:9])[CH:6]=[CH:5][CH:4]=[CH:3][CH:2]=1. (4) The product is: [CH3:35][C:30]1[C:29]([C:25]2[CH:24]=[C:23]([C:21]3[CH2:20][C:19](=[O:36])[NH:18][C:9]4[CH:10]=[C:11]([C:14]([F:17])([F:16])[F:15])[CH:12]=[CH:13][C:8]=4[N:7]=3)[CH:28]=[CH:27][CH:26]=2)=[CH:34][CH:33]=[CH:32][N:31]=1. Given the reactants C(OC(=O)[NH:7][C:8]1[CH:13]=[CH:12][C:11]([C:14]([F:17])([F:16])[F:15])=[CH:10][C:9]=1[NH:18][C:19](=[O:36])[CH2:20][C:21]([C:23]1[CH:28]=[CH:27][CH:26]=[C:25]([C:29]2[C:30]([CH3:35])=[N:31][CH:32]=[CH:33][CH:34]=2)[CH:24]=1)=O)(C)(C)C.C(O)(C(F)(F)F)=O, predict the reaction product. (5) Given the reactants [C:1]([C:4]1[CH:13]=[CH:12][C:11]([O:14][CH3:15])=[CH:10][C:5]=1[C:6](OC)=[O:7])(=O)[CH3:2].O.[NH2:17][NH2:18], predict the reaction product. The product is: [CH3:15][O:14][C:11]1[CH:10]=[C:5]2[C:4]([C:1]([CH3:2])=[N:17][NH:18][C:6]2=[O:7])=[CH:13][CH:12]=1.